This data is from NCI-60 drug combinations with 297,098 pairs across 59 cell lines. The task is: Regression. Given two drug SMILES strings and cell line genomic features, predict the synergy score measuring deviation from expected non-interaction effect. (1) Drug 1: CC12CCC3C(C1CCC2=O)CC(=C)C4=CC(=O)C=CC34C. Drug 2: CCN(CC)CCCC(C)NC1=C2C=C(C=CC2=NC3=C1C=CC(=C3)Cl)OC. Cell line: A549. Synergy scores: CSS=61.0, Synergy_ZIP=10.6, Synergy_Bliss=12.9, Synergy_Loewe=7.70, Synergy_HSA=13.5. (2) Drug 1: CN1C(=O)N2C=NC(=C2N=N1)C(=O)N. Drug 2: CC(C)(C#N)C1=CC=C(C=C1)N2C3=C4C=C(C=CC4=NC=C3N(C2=O)C)C5=CC6=CC=CC=C6N=C5. Cell line: T-47D. Synergy scores: CSS=52.7, Synergy_ZIP=23.7, Synergy_Bliss=22.9, Synergy_Loewe=-16.8, Synergy_HSA=13.7.